This data is from Full USPTO retrosynthesis dataset with 1.9M reactions from patents (1976-2016). The task is: Predict the reactants needed to synthesize the given product. Given the product [N:2]1[C:5]2=[C:6]3[C:10](=[CH:11][CH:12]=[C:4]2[O:3][CH:1]=1)[NH:9][CH:8]=[CH:7]3, predict the reactants needed to synthesize it. The reactants are: [CH3:1][NH2:2].[OH:3][C:4]1[CH:5]=[C:6]2[C:10](=[CH:11][CH:12]=1)[NH:9][CH:8]=[CH:7]2.